Task: Regression/Classification. Given a drug SMILES string, predict its absorption, distribution, metabolism, or excretion properties. Task type varies by dataset: regression for continuous measurements (e.g., permeability, clearance, half-life) or binary classification for categorical outcomes (e.g., BBB penetration, CYP inhibition). Dataset: cyp2d6_veith.. Dataset: CYP2D6 inhibition data for predicting drug metabolism from PubChem BioAssay (1) The compound is COC(=O)CCCC(=O)O. The result is 0 (non-inhibitor). (2) The result is 0 (non-inhibitor). The compound is O=C(/C=C/c1ccccc1Cl)NC(=S)Nc1ccccc1C(=O)NC1CCCCC1. (3) The drug is O=C(Oc1ccccc1)N1CCC2(CCCN(c3ccc(-c4ccccc4)cc3)C2)CC1. The result is 0 (non-inhibitor). (4) The result is 0 (non-inhibitor). The molecule is COCCCNC(=O)Cn1nc(-c2ccccc2OC)ccc1=O. (5) The molecule is COC(=O)Cn1cnc(=O)c(C#N)c1/C=C/N(C)C. The result is 0 (non-inhibitor).